From a dataset of Peptide-MHC class I binding affinity with 185,985 pairs from IEDB/IMGT. Regression. Given a peptide amino acid sequence and an MHC pseudo amino acid sequence, predict their binding affinity value. This is MHC class I binding data. The peptide sequence is IKWLWKANK. The MHC is HLA-B35:01 with pseudo-sequence HLA-B35:01. The binding affinity (normalized) is 0.0847.